From a dataset of Full USPTO retrosynthesis dataset with 1.9M reactions from patents (1976-2016). Predict the reactants needed to synthesize the given product. (1) Given the product [Br:1][C:2]1[CH:7]=[N:6][C:5]([N:8]2[C:16]3[C:11](=[CH:12][CH:13]=[C:14]([C:17]([N:45]([CH2:46][CH2:47][OH:48])[CH3:44])=[O:19])[CH:15]=3)[C:10]3([CH2:21][CH2:20]3)[CH2:9]2)=[N:4][CH:3]=1, predict the reactants needed to synthesize it. The reactants are: [Br:1][C:2]1[CH:3]=[N:4][C:5]([N:8]2[C:16]3[C:11](=[CH:12][CH:13]=[C:14]([C:17]([OH:19])=O)[CH:15]=3)[C:10]3([CH2:21][CH2:20]3)[CH2:9]2)=[N:6][CH:7]=1.CN(C(ON1N=NC2C=CC=CC1=2)=[N+](C)C)C.[B-](F)(F)(F)F.[CH3:44][N:45]1CC[O:48][CH2:47][CH2:46]1.CNCCO. (2) Given the product [C:25]1([C:10]2[CH:15]=[CH:14][CH:13]=[C:12]([S:16]([C:19]3[CH:20]=[CH:21][CH:22]=[CH:23][CH:24]=3)(=[O:17])=[O:18])[N:11]=2)[CH:30]=[CH:29][CH:28]=[CH:27][CH:26]=1, predict the reactants needed to synthesize it. The reactants are: C1(S([C:10]2[CH:15]=[CH:14][CH:13]=[C:12]([S:16]([C:19]3[CH:24]=[CH:23][CH:22]=[CH:21][CH:20]=3)(=[O:18])=[O:17])[N:11]=2)(=O)=O)C=CC=CC=1.[C:25]1([Mg]Br)[CH:30]=[CH:29][CH:28]=[CH:27][CH:26]=1. (3) Given the product [CH3:13][O:12][C:10](=[O:11])[CH2:9][N:5]1[CH2:6][CH2:7][N:2]([CH3:1])[CH2:3][CH2:4]1, predict the reactants needed to synthesize it. The reactants are: [CH3:1][N:2]1[CH2:7][CH2:6][NH:5][CH2:4][CH2:3]1.Br[CH2:9][C:10]([O:12][CH3:13])=[O:11]. (4) Given the product [C:1]([O:5][C:6]([NH:8][C@H:9]1[CH2:13][CH2:12][N:11]([CH:14]([CH2:20][C:21]2[N:22]=[CH:23][N:24]3[C:33]4[C:28](=[CH:29][C:30]([CH3:34])=[CH:31][CH:32]=4)[CH2:27][CH2:26][C:25]=23)[C:15]([OH:17])=[O:16])[CH2:10]1)=[O:7])([CH3:4])([CH3:3])[CH3:2], predict the reactants needed to synthesize it. The reactants are: [C:1]([O:5][C:6]([NH:8][C@H:9]1[CH2:13][CH2:12][N:11]([CH:14]([CH2:20][C:21]2[N:22]=[CH:23][N:24]3[C:33]4[C:28](=[CH:29][C:30]([CH3:34])=[CH:31][CH:32]=4)[CH2:27][CH2:26][C:25]=23)[C:15]([O:17]CC)=[O:16])[CH2:10]1)=[O:7])([CH3:4])([CH3:3])[CH3:2].[OH-].[Na+]. (5) The reactants are: N[C:2]1[C:3]([CH:12]([CH3:14])[CH3:13])=[C:4]([OH:11])[CH:5]=[C:6]([N+:8]([O-:10])=[O:9])[CH:7]=1.[C:15]([O-:18])([O-])=O.[K+].[K+].[C:21]([CH2:23]OS(C1C(C)=CC=CC=1)(=O)=O)#[N:22].O. Given the product [CH:12]([C:3]1[CH:2]=[C:7]([O:18][CH3:15])[C:6]([N+:8]([O-:10])=[O:9])=[CH:5][C:4]=1[O:11][CH2:23][C:21]#[N:22])([CH3:14])[CH3:13], predict the reactants needed to synthesize it. (6) Given the product [CH2:3]([C@:5]1([OH:37])[CH2:29][C@@H:9]2[CH2:10][CH2:11][C:12](=[O:38])[C:13]3[C:14](=[CH:15][C:16]4[CH:17]=[N:18][N:19]([C:22]5[CH:23]=[CH:24][C:25]([F:28])=[CH:26][CH:27]=5)[C:20]=4[CH:21]=3)[C@:8]2([CH2:30][C:31]2[CH:36]=[CH:35][CH:34]=[CH:33][N:32]=2)[CH2:7][CH2:6]1)[CH3:4], predict the reactants needed to synthesize it. The reactants are: [I-].[K+].[CH2:3]([C@:5]1([OH:37])[CH2:29][C@@H:9]2[CH2:10][CH2:11][CH2:12][C:13]3[C:14](=[CH:15][C:16]4[CH:17]=[N:18][N:19]([C:22]5[CH:27]=[CH:26][C:25]([F:28])=[CH:24][CH:23]=5)[C:20]=4[CH:21]=3)[C@:8]2([CH2:30][C:31]2[CH:36]=[CH:35][CH:34]=[CH:33][N:32]=2)[CH2:7][CH2:6]1)[CH3:4].[O:38](C(C)(C)C)O.